This data is from NCI-60 drug combinations with 297,098 pairs across 59 cell lines. The task is: Regression. Given two drug SMILES strings and cell line genomic features, predict the synergy score measuring deviation from expected non-interaction effect. (1) Drug 1: CN(C)N=NC1=C(NC=N1)C(=O)N. Drug 2: COC1=C2C(=CC3=C1OC=C3)C=CC(=O)O2. Cell line: HCT-15. Synergy scores: CSS=-0.883, Synergy_ZIP=0.224, Synergy_Bliss=-0.766, Synergy_Loewe=-3.69, Synergy_HSA=-3.46. (2) Drug 1: CC1CCC2CC(C(=CC=CC=CC(CC(C(=O)C(C(C(=CC(C(=O)CC(OC(=O)C3CCCCN3C(=O)C(=O)C1(O2)O)C(C)CC4CCC(C(C4)OC)O)C)C)O)OC)C)C)C)OC. Drug 2: CC1=C2C(C(=O)C3(C(CC4C(C3C(C(C2(C)C)(CC1OC(=O)C(C(C5=CC=CC=C5)NC(=O)OC(C)(C)C)O)O)OC(=O)C6=CC=CC=C6)(CO4)OC(=O)C)O)C)O. Cell line: TK-10. Synergy scores: CSS=5.78, Synergy_ZIP=2.88, Synergy_Bliss=8.34, Synergy_Loewe=2.44, Synergy_HSA=3.08. (3) Drug 1: CCC1=C2CN3C(=CC4=C(C3=O)COC(=O)C4(CC)O)C2=NC5=C1C=C(C=C5)O. Drug 2: CC(C)(C#N)C1=CC(=CC(=C1)CN2C=NC=N2)C(C)(C)C#N. Cell line: HCC-2998. Synergy scores: CSS=11.2, Synergy_ZIP=-0.567, Synergy_Bliss=7.93, Synergy_Loewe=2.03, Synergy_HSA=5.46. (4) Drug 1: CN(C)N=NC1=C(NC=N1)C(=O)N. Drug 2: C1CCC(C(C1)N)N.C(=O)(C(=O)[O-])[O-].[Pt+4]. Cell line: OVCAR-8. Synergy scores: CSS=2.94, Synergy_ZIP=-5.37, Synergy_Bliss=-7.07, Synergy_Loewe=-20.7, Synergy_HSA=-8.68. (5) Drug 1: C1=CN(C(=O)N=C1N)C2C(C(C(O2)CO)O)(F)F. Drug 2: CN1C=C(C=N1)C2=C3N=C(C(=C(N3N=C2)N)Br)C4CCCNC4. Cell line: HCT116. Synergy scores: CSS=79.8, Synergy_ZIP=15.3, Synergy_Bliss=12.2, Synergy_Loewe=11.0, Synergy_HSA=13.8. (6) Drug 1: CCC(=C(C1=CC=CC=C1)C2=CC=C(C=C2)OCCN(C)C)C3=CC=CC=C3.C(C(=O)O)C(CC(=O)O)(C(=O)O)O. Drug 2: CC12CCC3C(C1CCC2OP(=O)(O)O)CCC4=C3C=CC(=C4)OC(=O)N(CCCl)CCCl.[Na+]. Cell line: OVCAR-8. Synergy scores: CSS=1.46, Synergy_ZIP=4.59, Synergy_Bliss=0.196, Synergy_Loewe=1.10, Synergy_HSA=1.13. (7) Drug 1: C1=CC(=CC=C1C#N)C(C2=CC=C(C=C2)C#N)N3C=NC=N3. Drug 2: C1=NC(=NC(=O)N1C2C(C(C(O2)CO)O)O)N. Cell line: SF-268. Synergy scores: CSS=9.26, Synergy_ZIP=-0.501, Synergy_Bliss=0.344, Synergy_Loewe=-9.22, Synergy_HSA=-8.86. (8) Drug 1: CC1=C2C(C(=O)C3(C(CC4C(C3C(C(C2(C)C)(CC1OC(=O)C(C(C5=CC=CC=C5)NC(=O)OC(C)(C)C)O)O)OC(=O)C6=CC=CC=C6)(CO4)OC(=O)C)OC)C)OC. Drug 2: C1=NC2=C(N=C(N=C2N1C3C(C(C(O3)CO)O)O)F)N. Cell line: HL-60(TB). Synergy scores: CSS=85.5, Synergy_ZIP=5.44, Synergy_Bliss=-0.179, Synergy_Loewe=-3.26, Synergy_HSA=0.135. (9) Drug 1: C1CN1C2=NC(=NC(=N2)N3CC3)N4CC4. Drug 2: CNC(=O)C1=NC=CC(=C1)OC2=CC=C(C=C2)NC(=O)NC3=CC(=C(C=C3)Cl)C(F)(F)F. Cell line: SK-OV-3. Synergy scores: CSS=5.07, Synergy_ZIP=-23.7, Synergy_Bliss=-49.2, Synergy_Loewe=-47.7, Synergy_HSA=-46.9. (10) Drug 1: C1=CN(C(=O)N=C1N)C2C(C(C(O2)CO)O)O.Cl. Drug 2: CC1=C(C(CCC1)(C)C)C=CC(=CC=CC(=CC(=O)O)C)C. Cell line: SF-539. Synergy scores: CSS=47.0, Synergy_ZIP=-5.88, Synergy_Bliss=2.50, Synergy_Loewe=6.62, Synergy_HSA=6.58.